From a dataset of Catalyst prediction with 721,799 reactions and 888 catalyst types from USPTO. Predict which catalyst facilitates the given reaction. (1) Product: [C:6]([C:7]1[CH:8]=[C:9]([NH:13][C:14](=[O:20])[O:15][C:16]([CH3:18])([CH3:17])[CH3:19])[CH:10]=[N:11][CH:12]=1)#[CH:5]. The catalyst class is: 6. Reactant: C[Si]([C:5]#[C:6][C:7]1[CH:8]=[C:9]([NH:13][C:14](=[O:20])[O:15][C:16]([CH3:19])([CH3:18])[CH3:17])[CH:10]=[N:11][CH:12]=1)(C)C.CO.C(=O)([O-])[O-].[K+].[K+]. (2) Reactant: C(O[C:6]([N:8]1[CH2:11][CH:10]([N:12]2[CH:16]=[C:15]([C:17]3[CH:38]=[CH:37][C:20]4[C:21]5[N:22]=[C:23]([C:29]6[N:30]([CH:34]([CH3:36])[CH3:35])[N:31]=[CH:32][N:33]=6)[S:24][C:25]=5[CH2:26][CH2:27][O:28][C:19]=4[CH:18]=3)[CH:14]=[N:13]2)[CH2:9]1)=[O:7])(C)(C)C.F[C:40](F)(F)[C:41](O)=[O:42].CCN(C(C)C)C(C)C.C(O)(=O)C(C)O.CN(C(ON1N=NC2C=CC=NC1=2)=[N+](C)C)C.F[P-](F)(F)(F)(F)F. Product: [OH:42][CH:41]([CH3:40])[C:6]([N:8]1[CH2:9][CH:10]([N:12]2[CH:16]=[C:15]([C:17]3[CH:38]=[CH:37][C:20]4[C:21]5[N:22]=[C:23]([C:29]6[N:30]([CH:34]([CH3:36])[CH3:35])[N:31]=[CH:32][N:33]=6)[S:24][C:25]=5[CH2:26][CH2:27][O:28][C:19]=4[CH:18]=3)[CH:14]=[N:13]2)[CH2:11]1)=[O:7]. The catalyst class is: 2. (3) Reactant: F[C:2]1[CH:7]=[CH:6][CH:5]=[CH:4][C:3]=1[N+:8]([O-:10])=[O:9].[OH:11][C:12]1[CH:13]=[C:14]([CH:17]=[CH:18][CH:19]=1)[C:15]#[N:16].C([O-])([O-])=O.[K+].[K+]. Product: [N+:8]([C:3]1[CH:4]=[CH:5][CH:6]=[CH:7][C:2]=1[O:11][C:12]1[CH:13]=[C:14]([CH:17]=[CH:18][CH:19]=1)[C:15]#[N:16])([O-:10])=[O:9]. The catalyst class is: 31. (4) Reactant: [CH2:1]([NH:3][C:4]([NH:6][C:7]1[N:12]=[CH:11][C:10]([C:13]2[CH:14]=[N:15][CH:16]=[C:17]([C:19]([NH:21][NH2:22])=[O:20])[CH:18]=2)=[C:9]([C:23]2[S:24][CH:25]=[C:26]([C:28]([F:31])([F:30])[F:29])[N:27]=2)[CH:8]=1)=[O:5])[CH3:2].[C:32]([O:35][C:36]([CH3:41])([CH3:40])[C:37](Cl)=[O:38])(=[O:34])[CH3:33]. Product: [C:32]([O:35][C:36]([CH3:41])([CH3:40])[C:37]([NH:22][NH:21][C:19]([C:17]1[CH:18]=[C:13]([C:10]2[CH:11]=[N:12][C:7]([NH:6][C:4]([NH:3][CH2:1][CH3:2])=[O:5])=[CH:8][C:9]=2[C:23]2[S:24][CH:25]=[C:26]([C:28]([F:31])([F:30])[F:29])[N:27]=2)[CH:14]=[N:15][CH:16]=1)=[O:20])=[O:38])(=[O:34])[CH3:33]. The catalyst class is: 17. (5) Reactant: ClC([O:4][CH2:5][CH3:6])=O.[F:7][C:8]1[CH:13]=[C:12]([F:14])[CH:11]=[CH:10][C:9]=1[C:15]1[CH:23]=[C:19]([C:20]([OH:22])=[O:21])[C:18]([OH:24])=[C:17]([I:25])[CH:16]=1.[CH3:26]N(C)C1C=CC=CC=1.Cl. Product: [F:7][C:8]1[CH:13]=[C:12]([F:14])[CH:11]=[CH:10][C:9]=1[C:15]1[CH:16]=[C:17]([I:25])[C:18]([O:24][C:5]([CH2:6][CH3:26])=[O:4])=[C:19]([C:20]([OH:22])=[O:21])[CH:23]=1. The catalyst class is: 48.